From a dataset of Forward reaction prediction with 1.9M reactions from USPTO patents (1976-2016). Predict the product of the given reaction. The product is: [CH3:1][N:2]([CH3:14])[CH2:3][CH2:4][O:5][C:6]1[CH:13]=[CH:12][C:9]([CH:10]2[N:15]([C:16]3[N:17]=[N:18][C:19]([CH3:22])=[CH:20][CH:21]=3)[C:26](=[O:25])[C:27]([OH:38])=[C:28]2[C:29](=[O:37])[C:30]2[CH:31]=[CH:32][C:33]([CH3:36])=[CH:34][CH:35]=2)=[CH:8][CH:7]=1. Given the reactants [CH3:1][N:2]([CH3:14])[CH2:3][CH2:4][O:5][C:6]1[CH:13]=[CH:12][C:9]([CH:10]=O)=[CH:8][CH:7]=1.[NH2:15][C:16]1[N:17]=[N:18][C:19]([CH3:22])=[CH:20][CH:21]=1.C([O:25][C:26](=O)[C:27]([OH:38])=[CH:28][C:29](=[O:37])[C:30]1[CH:35]=[CH:34][C:33]([CH3:36])=[CH:32][CH:31]=1)C, predict the reaction product.